Dataset: Forward reaction prediction with 1.9M reactions from USPTO patents (1976-2016). Task: Predict the product of the given reaction. Given the reactants Cl[C:2]1[C:3]([O:10][C@@H:11]2[CH2:16][CH2:15][C@@H:14]([CH3:17])[N:13]([C:18]([C:20]3[CH:25]=[CH:24][CH:23]=[CH:22][C:21]=3[N:26]3[N:30]=[CH:29][CH:28]=[N:27]3)=[O:19])[CH2:12]2)=[N:4][CH:5]=[CH:6][C:7]=1[C:8]#[N:9].[CH3:31][S-:32].[Na+], predict the reaction product. The product is: [CH3:31][S:32][C:2]1[C:3]([O:10][C@@H:11]2[CH2:16][CH2:15][C@@H:14]([CH3:17])[N:13]([C:18]([C:20]3[CH:25]=[CH:24][CH:23]=[CH:22][C:21]=3[N:26]3[N:30]=[CH:29][CH:28]=[N:27]3)=[O:19])[CH2:12]2)=[N:4][CH:5]=[CH:6][C:7]=1[C:8]#[N:9].